The task is: Predict the product of the given reaction.. This data is from Forward reaction prediction with 1.9M reactions from USPTO patents (1976-2016). (1) Given the reactants [C:1]([O:5][C:6]([N:8]([C@@H:19]1[CH2:28][C:27]2[CH:26]=[C:25]([C:29]3[CH:38]=[CH:37][C:32]([C:33]([O:35]C)=[O:34])=[CH:31][CH:30]=3)[CH:24]=[CH:23][C:22]=2[CH2:21][CH2:20]1)[CH2:9][C@@H:10]([C:12]1[CH:13]=[N:14][C:15]([Cl:18])=[CH:16][CH:17]=1)[OH:11])=[O:7])([CH3:4])([CH3:3])[CH3:2].[OH-].[Na+], predict the reaction product. The product is: [C:1]([O:5][C:6]([N:8]([C@@H:19]1[CH2:28][C:27]2[CH:26]=[C:25]([C:29]3[CH:30]=[CH:31][C:32]([C:33]([OH:35])=[O:34])=[CH:37][CH:38]=3)[CH:24]=[CH:23][C:22]=2[CH2:21][CH2:20]1)[CH2:9][C@H:10]([OH:11])[C:12]1[CH:13]=[N:14][C:15]([Cl:18])=[CH:16][CH:17]=1)=[O:7])([CH3:4])([CH3:2])[CH3:3]. (2) Given the reactants [NH2:1][C:2]1[C:11]2[C:6](=[N:7][C:8]([C:19]3[CH:24]=[CH:23][C:22]([Cl:25])=[CH:21][C:20]=3[Cl:26])=[C:9]([C:12]3[CH:17]=[CH:16][C:15]([Cl:18])=[CH:14][CH:13]=3)[CH:10]=2)[N:5]([CH3:27])[C:4](=[O:28])[C:3]=1[N:29]([CH3:31])[CH3:30].[C:32](OC(=O)C)(=[O:34])[CH3:33].[O:39]1CCO[CH2:41][CH2:40]1, predict the reaction product. The product is: [C:32]([N:1]([C:2]1[C:11]2[C:6](=[N:7][C:8]([C:19]3[CH:24]=[CH:23][C:22]([Cl:25])=[CH:21][C:20]=3[Cl:26])=[C:9]([C:12]3[CH:13]=[CH:14][C:15]([Cl:18])=[CH:16][CH:17]=3)[CH:10]=2)[N:5]([CH3:27])[C:4](=[O:28])[C:3]=1[N:29]([CH3:31])[CH3:30])[C:40](=[O:39])[CH3:41])(=[O:34])[CH3:33]. (3) Given the reactants [CH2:1]([O:8][CH2:9][CH2:10][NH2:11])[C:2]1[CH:7]=[CH:6][CH:5]=[CH:4][CH:3]=1.[N+:12]([C:15]1[CH:22]=[CH:21][CH:20]=[C:19]([N+]([O-])=O)[C:16]=1[C:17]#[N:18])([O-:14])=[O:13], predict the reaction product. The product is: [CH2:1]([O:8][CH2:9][CH2:10][NH:11][C:19]1[CH:20]=[CH:21][CH:22]=[C:15]([N+:12]([O-:14])=[O:13])[C:16]=1[C:17]#[N:18])[C:2]1[CH:7]=[CH:6][CH:5]=[CH:4][CH:3]=1.